Dataset: NCI-60 drug combinations with 297,098 pairs across 59 cell lines. Task: Regression. Given two drug SMILES strings and cell line genomic features, predict the synergy score measuring deviation from expected non-interaction effect. (1) Drug 1: CC1=C2C(C(=O)C3(C(CC4C(C3C(C(C2(C)C)(CC1OC(=O)C(C(C5=CC=CC=C5)NC(=O)OC(C)(C)C)O)O)OC(=O)C6=CC=CC=C6)(CO4)OC(=O)C)OC)C)OC. Drug 2: COC1=C2C(=CC3=C1OC=C3)C=CC(=O)O2. Cell line: NCI-H322M. Synergy scores: CSS=35.1, Synergy_ZIP=-2.85, Synergy_Bliss=-4.14, Synergy_Loewe=-63.1, Synergy_HSA=-3.32. (2) Drug 1: C1CCN(CC1)CCOC2=CC=C(C=C2)C(=O)C3=C(SC4=C3C=CC(=C4)O)C5=CC=C(C=C5)O. Drug 2: C1=CC(=CC=C1CCC2=CNC3=C2C(=O)NC(=N3)N)C(=O)NC(CCC(=O)O)C(=O)O. Cell line: SK-MEL-5. Synergy scores: CSS=1.53, Synergy_ZIP=0.544, Synergy_Bliss=3.53, Synergy_Loewe=-7.07, Synergy_HSA=-2.86. (3) Drug 1: CC1C(C(=O)NC(C(=O)N2CCCC2C(=O)N(CC(=O)N(C(C(=O)O1)C(C)C)C)C)C(C)C)NC(=O)C3=C4C(=C(C=C3)C)OC5=C(C(=O)C(=C(C5=N4)C(=O)NC6C(OC(=O)C(N(C(=O)CN(C(=O)C7CCCN7C(=O)C(NC6=O)C(C)C)C)C)C(C)C)C)N)C. Drug 2: CC1C(C(CC(O1)OC2CC(OC(C2O)C)OC3=CC4=CC5=C(C(=O)C(C(C5)C(C(=O)C(C(C)O)O)OC)OC6CC(C(C(O6)C)O)OC7CC(C(C(O7)C)O)OC8CC(C(C(O8)C)O)(C)O)C(=C4C(=C3C)O)O)O)O. Cell line: PC-3. Synergy scores: CSS=43.0, Synergy_ZIP=0.361, Synergy_Bliss=1.31, Synergy_Loewe=0.324, Synergy_HSA=-0.359. (4) Drug 1: CC1C(C(CC(O1)OC2CC(CC3=C2C(=C4C(=C3O)C(=O)C5=C(C4=O)C(=CC=C5)OC)O)(C(=O)C)O)N)O.Cl. Drug 2: CN1C2=C(C=C(C=C2)N(CCCl)CCCl)N=C1CCCC(=O)O.Cl. Cell line: HS 578T. Synergy scores: CSS=7.92, Synergy_ZIP=-2.01, Synergy_Bliss=-0.490, Synergy_Loewe=-6.33, Synergy_HSA=-0.336. (5) Drug 1: CC12CCC3C(C1CCC2=O)CC(=C)C4=CC(=O)C=CC34C. Drug 2: CC1CCC2CC(C(=CC=CC=CC(CC(C(=O)C(C(C(=CC(C(=O)CC(OC(=O)C3CCCCN3C(=O)C(=O)C1(O2)O)C(C)CC4CCC(C(C4)OC)OCCO)C)C)O)OC)C)C)C)OC. Cell line: PC-3. Synergy scores: CSS=56.3, Synergy_ZIP=-4.85, Synergy_Bliss=-3.05, Synergy_Loewe=0.570, Synergy_HSA=1.55. (6) Drug 2: CC1=C(C(=CC=C1)Cl)NC(=O)C2=CN=C(S2)NC3=CC(=NC(=N3)C)N4CCN(CC4)CCO. Cell line: SK-MEL-28. Synergy scores: CSS=42.6, Synergy_ZIP=3.42, Synergy_Bliss=3.58, Synergy_Loewe=1.53, Synergy_HSA=3.74. Drug 1: CCCS(=O)(=O)NC1=C(C(=C(C=C1)F)C(=O)C2=CNC3=C2C=C(C=N3)C4=CC=C(C=C4)Cl)F. (7) Drug 1: CC=C1C(=O)NC(C(=O)OC2CC(=O)NC(C(=O)NC(CSSCCC=C2)C(=O)N1)C(C)C)C(C)C. Drug 2: C(CC(=O)O)C(=O)CN.Cl. Cell line: SF-295. Synergy scores: CSS=40.9, Synergy_ZIP=-1.94, Synergy_Bliss=-3.18, Synergy_Loewe=-2.19, Synergy_HSA=-1.85.